This data is from Full USPTO retrosynthesis dataset with 1.9M reactions from patents (1976-2016). The task is: Predict the reactants needed to synthesize the given product. (1) Given the product [OH:15][C:16]1[CH:21]=[CH:20][C:19]([CH:22]([C:36]2[CH:40]=[CH:39][O:38][N:37]=2)[CH2:23][C:24]([O:26][CH2:27][CH3:28])=[O:25])=[CH:18][CH:17]=1, predict the reactants needed to synthesize it. The reactants are: C(O)(C(F)(F)F)=O.COC1C=CC(C[O:15][C:16]2[CH:21]=[CH:20][C:19]([CH:22]([C:36]3[CH:40]=[CH:39][O:38][N:37]=3)[CH2:23][C:24]([O:26][CH2:27][C:28]3C=CC(OC)=CC=3)=[O:25])=[CH:18][CH:17]=2)=CC=1. (2) Given the product [CH:41]1([C:44]2([CH:9]=[CH:10][C:2]([F:1])=[C:3]([CH3:11])[CH:45]2[N:46]2[CH2:47][CH:48]([OH:50])[CH2:49]2)[C:15]([NH:13][CH3:12])=[O:19])[CH2:42][CH2:43]1, predict the reactants needed to synthesize it. The reactants are: [F:1][C:2]1[CH:10]=[CH:9]C(C(O)=O)=C[C:3]=1[CH3:11].[CH3:12][N:13]([C:15]([O:19]N1N=NC2C=CC=CC1=2)=[N+](C)C)C.[B-](F)(F)(F)F.CN1CCOCC1.[CH:41]1([C@H:44](NC)[CH2:45][N:46]2[CH2:49][CH:48]([OH:50])[CH2:47]2)[CH2:43][CH2:42]1. (3) Given the product [Br:34][C:31]1[S:30][C:29]([NH:28][C:8](=[O:10])[CH:7]([C:11]2[CH:16]=[CH:15][C:14]([S:17]([CH3:20])(=[O:19])=[O:18])=[CH:13][CH:12]=2)[CH2:6][CH:1]2[CH2:2][CH2:3][CH2:4][CH2:5]2)=[N:33][CH:32]=1, predict the reactants needed to synthesize it. The reactants are: [CH:1]1([CH2:6][CH:7]([C:11]2[CH:16]=[CH:15][C:14]([S:17]([CH3:20])(=[O:19])=[O:18])=[CH:13][CH:12]=2)[C:8]([OH:10])=O)[CH2:5][CH2:4][CH2:3][CH2:2]1.C(Cl)(=O)C(Cl)=O.Br.[NH2:28][C:29]1[S:30][C:31]([Br:34])=[CH:32][N:33]=1.C(N(CC)CC)C. (4) The reactants are: OC(C(F)(F)F)=O.[N:8]1([C:14]2[CH:15]=[N:16][CH:17]=[N:18][CH:19]=2)[CH2:13][CH2:12][NH:11][CH2:10][CH2:9]1.[F:20][C:21]([F:37])([F:36])[C:22]1[O:26][N:25]=[C:24]([C:27]2[CH:28]=[C:29]([CH:33]=[CH:34][CH:35]=2)[C:30](O)=[O:31])[N:23]=1. Given the product [N:18]1[CH:19]=[C:14]([N:8]2[CH2:13][CH2:12][N:11]([C:30]([C:29]3[CH:33]=[CH:34][CH:35]=[C:27]([C:24]4[N:23]=[C:22]([C:21]([F:36])([F:20])[F:37])[O:26][N:25]=4)[CH:28]=3)=[O:31])[CH2:10][CH2:9]2)[CH:15]=[N:16][CH:17]=1, predict the reactants needed to synthesize it.